Dataset: Catalyst prediction with 721,799 reactions and 888 catalyst types from USPTO. Task: Predict which catalyst facilitates the given reaction. (1) Reactant: [NH2:1][C:2]1[N:7]=[C:6]([N:8]2[C:16]3[C:11](=[CH:12][CH:13]=[C:14]([Br:17])[CH:15]=3)[C:10]([CH2:18]O)=[N:9]2)[CH:5]=[CH:4][N:3]=1.C(N(S(F)(F)[F:26])CC)C.C(=O)(O)[O-].[Na+]. The catalyst class is: 2. Product: [Br:17][C:14]1[CH:15]=[C:16]2[C:11]([C:10]([CH2:18][F:26])=[N:9][N:8]2[C:6]2[CH:5]=[CH:4][N:3]=[C:2]([NH2:1])[N:7]=2)=[CH:12][CH:13]=1. (2) Reactant: Br[CH2:2][C:3]([C:5]1[C:10]([CH3:11])=[CH:9][C:8]([O:12][C:13]2[N:18]=[CH:17][C:16]([O:19][CH3:20])=[CH:15][N:14]=2)=[CH:7][C:6]=1[CH3:21])=O.[NH2:22][C:23]([NH2:25])=[S:24]. Product: [CH3:20][O:19][C:16]1[CH:15]=[N:14][C:13]([O:12][C:8]2[CH:9]=[C:10]([CH3:11])[C:5]([C:3]3[N:22]=[C:23]([NH2:25])[S:24][CH:2]=3)=[C:6]([CH3:21])[CH:7]=2)=[N:18][CH:17]=1. The catalyst class is: 14.